From a dataset of CYP3A4 inhibition data for predicting drug metabolism from PubChem BioAssay. Regression/Classification. Given a drug SMILES string, predict its absorption, distribution, metabolism, or excretion properties. Task type varies by dataset: regression for continuous measurements (e.g., permeability, clearance, half-life) or binary classification for categorical outcomes (e.g., BBB penetration, CYP inhibition). Dataset: cyp3a4_veith. (1) The compound is N[C@H](C(=O)O)c1cc(=O)[nH]o1. The result is 0 (non-inhibitor). (2) The compound is COc1ccc2[nH]cc(CCNc3ncncc3-c3ccccc3CN(C)C)c2c1. The result is 1 (inhibitor).